From a dataset of Peptide-MHC class II binding affinity with 134,281 pairs from IEDB. Regression. Given a peptide amino acid sequence and an MHC pseudo amino acid sequence, predict their binding affinity value. This is MHC class II binding data. (1) The peptide sequence is SLAEGIVLASA. The MHC is DRB1_1101 with pseudo-sequence DRB1_1101. The binding affinity (normalized) is 0. (2) The peptide sequence is STDYGIFQINSRYWC. The MHC is H-2-IEd with pseudo-sequence H-2-IEd. The binding affinity (normalized) is 0.622. (3) The peptide sequence is QKYCPNKICTSKGDS. The MHC is HLA-DPA10201-DPB10501 with pseudo-sequence HLA-DPA10201-DPB10501. The binding affinity (normalized) is 0.0685. (4) The peptide sequence is TKVTFHVVGVGPLLH. The MHC is DRB1_0701 with pseudo-sequence DRB1_0701. The binding affinity (normalized) is 0.689. (5) The peptide sequence is AMFVEDIAMGYVVSS. The MHC is DRB1_1302 with pseudo-sequence DRB1_1302. The binding affinity (normalized) is 0.647. (6) The peptide sequence is ASIAARGWAAHRARA. The MHC is DRB4_0103 with pseudo-sequence DRB4_0103. The binding affinity (normalized) is 0.898. (7) The peptide sequence is GRKPLAFFSWSLSDP. The MHC is DRB1_0101 with pseudo-sequence DRB1_0101. The binding affinity (normalized) is 0.635. (8) The peptide sequence is LINDLILLGSHKDSD. The MHC is DRB1_0101 with pseudo-sequence DRB1_0101. The binding affinity (normalized) is 0.732.